Dataset: Forward reaction prediction with 1.9M reactions from USPTO patents (1976-2016). Task: Predict the product of the given reaction. (1) Given the reactants C[O:2][C:3]1[CH:8]=[CH:7][C:6]([N:9]2[CH2:14][CH2:13][N:12]([CH2:15][CH2:16][CH2:17][CH2:18][C:19]3[C:27]4[C:22](=[CH:23][CH:24]=[CH:25][CH:26]=4)[NH:21][CH:20]=3)[CH2:11][CH2:10]2)=[CH:5][CH:4]=1.B(Br)(Br)Br, predict the reaction product. The product is: [NH:21]1[C:22]2[C:27](=[CH:26][CH:25]=[CH:24][CH:23]=2)[C:19]([CH2:18][CH2:17][CH2:16][CH2:15][N:12]2[CH2:13][CH2:14][N:9]([C:6]3[CH:7]=[CH:8][C:3]([OH:2])=[CH:4][CH:5]=3)[CH2:10][CH2:11]2)=[CH:20]1. (2) The product is: [CH2:17]([O:9][C:8](=[O:10])[CH2:7][C:5]1[N:4]([CH3:11])[N:3]=[C:2]([Br:1])[CH:6]=1)[CH3:18]. Given the reactants [Br:1][C:2]1[CH:6]=[C:5]([CH2:7][C:8]([OH:10])=[O:9])[N:4]([CH3:11])[N:3]=1.S(=O)(=O)(O)O.[CH2:17](O)[CH3:18], predict the reaction product. (3) Given the reactants [CH:1]([C:3]1[CH:8]=[CH:7][C:6]([B:9]([OH:11])[OH:10])=[CH:5][CH:4]=1)=[O:2].O[C:13]([C:16](O)([CH3:18])[CH3:17])([CH3:15])[CH3:14].O, predict the reaction product. The product is: [CH3:14][C:13]1([CH3:15])[C:16]([CH3:18])([CH3:17])[O:11][B:9]([C:6]2[CH:5]=[CH:4][C:3]([CH:1]=[O:2])=[CH:8][CH:7]=2)[O:10]1.